From a dataset of Forward reaction prediction with 1.9M reactions from USPTO patents (1976-2016). Predict the product of the given reaction. (1) Given the reactants O=[C:2]1[CH2:7][CH2:6][N:5]([C:8]([O:10][C:11]([CH3:14])([CH3:13])[CH3:12])=[O:9])[CH2:4][CH2:3]1.[Br:15][C:16]1[CH:22]=[CH:21][C:19]([NH2:20])=[CH:18][CH:17]=1.[BH-](OC(C)=O)(OC(C)=O)OC(C)=O.[Na+], predict the reaction product. The product is: [Br:15][C:16]1[CH:22]=[CH:21][C:19]([NH:20][CH:2]2[CH2:7][CH2:6][N:5]([C:8]([O:10][C:11]([CH3:14])([CH3:13])[CH3:12])=[O:9])[CH2:4][CH2:3]2)=[CH:18][CH:17]=1. (2) Given the reactants [F:1][C:2]1([F:24])[CH2:7][CH2:6][CH2:5][CH:4]([CH2:8][NH:9][C:10]([C:12]2[C:13]3[CH:14]=[CH:15][C:16](Cl)=[N:17][C:18]=3[CH:19]=[CH:20][C:21]=2[Cl:22])=[O:11])[CH2:3]1.CCN(C(C)C)C(C)C.[NH:34]1[CH2:38][CH2:37][CH:36]([CH2:39][OH:40])[CH2:35]1, predict the reaction product. The product is: [F:1][C:2]1([F:24])[CH2:7][CH2:6][CH2:5][CH:4]([CH2:8][NH:9][C:10]([C:12]2[C:13]3[CH:14]=[CH:15][C:16]([N:34]4[CH2:38][CH2:37][CH:36]([CH2:39][OH:40])[CH2:35]4)=[N:17][C:18]=3[CH:19]=[CH:20][C:21]=2[Cl:22])=[O:11])[CH2:3]1. (3) Given the reactants C1N=CN(C(N2C=NC=C2)=O)C=1.[CH:13]1([C@H:17]([NH:19][C:20]2[N:28]=[C:27]([C:29]([OH:31])=O)[N:26]=[C:25]3[C:21]=2[N:22]([CH2:44][C@H:45]2[CH2:50][CH2:49][C@H:48]([CH3:51])[CH2:47][CH2:46]2)[C:23]([N:32]2[CH2:37][CH2:36][O:35][CH2:34][C@H:33]2[C:38]2[CH:43]=[CH:42][CH:41]=[CH:40][CH:39]=2)=[N:24]3)[CH3:18])[CH2:16][CH2:15][CH2:14]1.[NH2:52][NH2:53], predict the reaction product. The product is: [CH:13]1([C@H:17]([NH:19][C:20]2[N:28]=[C:27]([C:29]([NH:52][NH2:53])=[O:31])[N:26]=[C:25]3[C:21]=2[N:22]([CH2:44][C@H:45]2[CH2:46][CH2:47][C@H:48]([CH3:51])[CH2:49][CH2:50]2)[C:23]([N:32]2[CH2:37][CH2:36][O:35][CH2:34][C@H:33]2[C:38]2[CH:43]=[CH:42][CH:41]=[CH:40][CH:39]=2)=[N:24]3)[CH3:18])[CH2:14][CH2:15][CH2:16]1. (4) Given the reactants Br[C:2]1[CH:3]=[C:4]([CH:7]=[C:8]([F:10])[CH:9]=1)[C:5]#[N:6].[CH3:11][C:12]1([CH3:28])[C:16]([CH3:18])([CH3:17])[O:15][B:14]([B:14]2[O:15][C:16]([CH3:18])([CH3:17])[C:12]([CH3:28])([CH3:11])[O:13]2)[O:13]1.C([O-])(=O)C.[K+], predict the reaction product. The product is: [F:10][C:8]1[CH:7]=[C:4]([CH:3]=[C:2]([B:14]2[O:15][C:16]([CH3:18])([CH3:17])[C:12]([CH3:28])([CH3:11])[O:13]2)[CH:9]=1)[C:5]#[N:6]. (5) Given the reactants [N+:1]([C:4]1[CH:5]=[C:6]([C:10]2[N:15]3[CH2:16][CH2:17][S:18][CH2:19][CH:14]3[C:13](=[O:20])[NH:12][N:11]=2)[CH:7]=[CH:8][CH:9]=1)([O-])=O.O.O.[Sn](Cl)(Cl)(Cl)Cl.C(=O)([O-])O.[Na+].CS([O-])(=O)=O, predict the reaction product. The product is: [NH2:1][C:4]1[CH:5]=[C:6]([C:10]2[N:15]3[CH2:16][CH2:17][S:18][CH2:19][CH:14]3[C:13](=[O:20])[NH:12][N:11]=2)[CH:7]=[CH:8][CH:9]=1. (6) Given the reactants [CH3:1][C:2]1[N:3]([CH2:29][C:30]([O:32]C)=[O:31])[C:4]([CH3:28])=[C:5]([S:13][C:14]2[CH:19]=[CH:18][CH:17]=[CH:16][C:15]=2[S:20]([N:23]2[CH2:27][CH2:26][CH2:25][CH2:24]2)(=[O:22])=[O:21])[C:6]=1[C:7]1[CH:12]=[CH:11][CH:10]=[CH:9][CH:8]=1.[OH-].[Na+], predict the reaction product. The product is: [CH3:1][C:2]1[N:3]([CH2:29][C:30]([OH:32])=[O:31])[C:4]([CH3:28])=[C:5]([S:13][C:14]2[CH:19]=[CH:18][CH:17]=[CH:16][C:15]=2[S:20]([N:23]2[CH2:24][CH2:25][CH2:26][CH2:27]2)(=[O:22])=[O:21])[C:6]=1[C:7]1[CH:12]=[CH:11][CH:10]=[CH:9][CH:8]=1.